Task: Predict the reaction yield, written as a fraction of the theoretical maximum amount of product (1.0 means a 100% yield; for example, 0.34 means a 34% yield).. Dataset: Reaction yield outcomes from USPTO patents with 853,638 reactions The reactants are Br[CH:2]([C:8]1[CH:13]=[CH:12][CH:11]=[CH:10][CH:9]=1)[C:3](=O)[C:4]([OH:6])=[O:5].[CH3:14][C:15]1[C:22]([C:23](=[S:25])[NH2:24])=[C:18]2[S:19][CH:20]=[CH:21][N:17]2[N:16]=1. The catalyst is CCO. The product is [CH3:14][C:15]1[C:22]([C:23]2[S:25][C:2]([C:8]3[CH:13]=[CH:12][CH:11]=[CH:10][CH:9]=3)=[C:3]([C:4]([OH:6])=[O:5])[N:24]=2)=[C:18]2[S:19][CH:20]=[CH:21][N:17]2[N:16]=1. The yield is 0.960.